From a dataset of Reaction yield outcomes from USPTO patents with 853,638 reactions. Predict the reaction yield, written as a fraction of the theoretical maximum amount of product (1.0 means a 100% yield; for example, 0.34 means a 34% yield). (1) The reactants are [CH:1]1([N:4]([CH2:18][CH2:19][O:20][CH2:21][C:22]([OH:24])=O)[S:5]([C:8]2[C:13]([CH3:14])=[CH:12][C:11]([O:15][CH3:16])=[CH:10][C:9]=2[CH3:17])(=[O:7])=[O:6])[CH2:3][CH2:2]1.C(N(C(C)C)CC)(C)C.C1C=CC2N(O)N=NC=2C=1.CCN=C=NCCCN(C)C.Cl.Cl.[CH:57]1([N:60]2[CH2:65][CH2:64][N:63]([C:66]3([CH2:72][NH:73][C:74](=[O:81])[C:75]4[CH:80]=[CH:79][N:78]=[CH:77][CH:76]=4)[CH2:71][CH2:70][NH:69][CH2:68][CH2:67]3)[CH2:62][CH2:61]2)[CH2:59][CH2:58]1. The catalyst is ClCCl.CN(C=O)C. The product is [CH:1]1([N:4]([CH2:18][CH2:19][O:20][CH2:21][C:22]([N:69]2[CH2:68][CH2:67][C:66]([CH2:72][NH:73][C:74](=[O:81])[C:75]3[CH:80]=[CH:79][N:78]=[CH:77][CH:76]=3)([N:63]3[CH2:62][CH2:61][N:60]([CH:57]4[CH2:58][CH2:59]4)[CH2:65][CH2:64]3)[CH2:71][CH2:70]2)=[O:24])[S:5]([C:8]2[C:9]([CH3:17])=[CH:10][C:11]([O:15][CH3:16])=[CH:12][C:13]=2[CH3:14])(=[O:6])=[O:7])[CH2:3][CH2:2]1. The yield is 0.600. (2) The reactants are [CH3:1][O:2][C:3]1[C:8]([C:9]#[N:10])=[CH:7][C:6]2[C:11]3([CH2:30][O:31][C:5]=2[CH:4]=1)[C:19]1[C:14](=[CH:15][CH:16]=[CH:17][CH:18]=1)[N:13](CC1C=CC(OC)=CC=1)[C:12]3=[O:29].FC(F)(F)S(O)(=O)=O. The catalyst is ClCCl.FC(F)(F)C(O)=O. The product is [CH3:1][O:2][C:3]1[C:8]([C:9]#[N:10])=[CH:7][C:6]2[C:11]3([CH2:30][O:31][C:5]=2[CH:4]=1)[C:19]1[C:14](=[CH:15][CH:16]=[CH:17][CH:18]=1)[NH:13][C:12]3=[O:29]. The yield is 0.960.